From a dataset of Full USPTO retrosynthesis dataset with 1.9M reactions from patents (1976-2016). Predict the reactants needed to synthesize the given product. (1) Given the product [CH3:20][C:17]1[CH:18]=[CH:19][C:14]([C:13]2[N:12]=[C:11]3[C:21](=[O:22])[O:25][C:24](=[O:26])[C:10]3=[N:9][C:8]=2[C:5]2[CH:4]=[CH:3][C:2]([CH3:1])=[CH:7][CH:6]=2)=[CH:15][CH:16]=1, predict the reactants needed to synthesize it. The reactants are: [CH3:1][C:2]1[CH:7]=[CH:6][C:5]([C:8]2[N:9]=[C:10]([C:24]([OH:26])=[O:25])[C:11]([C:21](O)=[O:22])=[N:12][C:13]=2[C:14]2[CH:19]=[CH:18][C:17]([CH3:20])=[CH:16][CH:15]=2)=[CH:4][CH:3]=1.C(Cl)(=O)C. (2) Given the product [CH2:1]([O:3][C:4]1[C:13]([O:14][CH3:15])=[CH:12][C:11]2[C:10]([C:16]3[CH:25]=[CH:24][C:19]([C:20]([OH:22])=[O:21])=[CH:18][CH:17]=3)=[N:9][C@@H:8]3[CH2:26][CH2:27][S:28](=[O:30])(=[O:31])[CH2:29][C@@H:7]3[C:6]=2[CH:5]=1)[CH3:2], predict the reactants needed to synthesize it. The reactants are: [CH2:1]([O:3][C:4]1[C:13]([O:14][CH3:15])=[CH:12][C:11]2[C:10]([C:16]3[CH:25]=[CH:24][C:19]([C:20]([O:22]C)=[O:21])=[CH:18][CH:17]=3)=[N:9][C@@H:8]3[CH2:26][CH2:27][S:28](=[O:31])(=[O:30])[CH2:29][C@@H:7]3[C:6]=2[CH:5]=1)[CH3:2].[OH-].[Na+].Cl. (3) Given the product [CH3:1][O:2][C:3](=[O:21])[C:4]([O:10][CH2:11][C:12]([C:14]1[CH:19]=[CH:18][CH:17]=[C:16]([Br:20])[CH:15]=1)([OH:13])[CH3:22])([CH3:9])[C:5]([F:8])([F:6])[F:7], predict the reactants needed to synthesize it. The reactants are: [CH3:1][O:2][C:3](=[O:21])[C:4]([O:10][CH2:11][C:12]([C:14]1[CH:19]=[CH:18][CH:17]=[C:16]([Br:20])[CH:15]=1)=[O:13])([CH3:9])[C:5]([F:8])([F:7])[F:6].[CH3:22][Al](C)C.CCCCCCC.[Li]C.CCOCC.